This data is from Full USPTO retrosynthesis dataset with 1.9M reactions from patents (1976-2016). The task is: Predict the reactants needed to synthesize the given product. (1) Given the product [CH3:7][O:6][C:5]1[CH:4]=[C:3]([CH2:2][CH2:1][OH:12])[CH:11]=[CH:10][C:8]=1[O:9][CH2:17][CH2:18][CH2:19][CH2:20][C:21]1[CH:26]=[CH:25][CH:24]=[CH:23][CH:22]=1, predict the reactants needed to synthesize it. The reactants are: [CH2:1]([OH:12])[CH2:2][C:3]1[CH:11]=[CH:10][C:8]([OH:9])=[C:5]([O:6][CH3:7])[CH:4]=1.O(C)[Na].Br[CH2:17][CH2:18][CH2:19][CH2:20][C:21]1[CH:26]=[CH:25][CH:24]=[CH:23][CH:22]=1. (2) The reactants are: [N:1]1[CH:6]=[CH:5][CH:4]=[C:3]([C:7]2[CH:16]=[N:15][C:14]([NH2:17])=[C:13]3[C:8]=2[CH:9]=[CH:10][CH:11]=[N:12]3)[CH:2]=1.Br[C:19]1[CH:24]=[CH:23][C:22]([CH3:25])=[CH:21][N:20]=1. Given the product [CH3:25][C:22]1[CH:23]=[CH:24][C:19]([NH:17][C:14]2[N:15]=[CH:16][C:7]([C:3]3[CH:2]=[N:1][CH:6]=[CH:5][CH:4]=3)=[C:8]3[C:13]=2[N:12]=[CH:11][CH:10]=[CH:9]3)=[N:20][CH:21]=1, predict the reactants needed to synthesize it. (3) Given the product [O:4]1[CH2:45][CH2:46][N:41]([CH2:42][C:43]([NH:6][C:7]2[CH:8]=[CH:9][C:10]3[O:11][C:12]4[C:17](=[CH:16][CH:15]=[CH:14][C:13]=4[C:21]4[NH:26][C:25](=[O:27])[CH:24]=[C:23]([N:28]5[CH2:33][CH2:32][O:31][CH2:30][CH2:29]5)[CH:22]=4)[CH2:18][C:19]=3[CH:20]=2)=[O:44])[CH2:2][CH2:3]1, predict the reactants needed to synthesize it. The reactants are: Cl[CH2:2][C:3](Cl)=[O:4].[NH2:6][C:7]1[CH:20]=[C:19]2[C:10]([O:11][C:12]3[C:13]([C:21]4[NH:26][C:25](=[O:27])[CH:24]=[C:23]([N:28]5[CH2:33][CH2:32][O:31][CH2:30][CH2:29]5)[CH:22]=4)=[CH:14][CH:15]=[CH:16][C:17]=3[CH2:18]2)=[CH:9][CH:8]=1.C(N(CC)CC)C.[NH:41]1[CH2:46][CH2:45][O:44][CH2:43][CH2:42]1. (4) Given the product [Cl:1][C:2]1[CH:7]=[CH:6][C:5]([NH:8][C:9]([CH2:11][C@@H:12]([C:18]2[C:22]([CH:23]([F:24])[F:25])=[C:21]([C:26]3[CH:30]=[C:29]([C:31]([F:37])([F:36])[C:32]([CH3:33])([CH3:34])[CH3:35])[O:28][N:27]=3)[O:20][N:19]=2)[CH2:13][CH2:14][C:15]([O-:17])=[O:16])=[O:10])=[C:4]([F:38])[CH:3]=1.[Na+:40], predict the reactants needed to synthesize it. The reactants are: [Cl:1][C:2]1[CH:7]=[CH:6][C:5]([NH:8][C:9]([CH2:11][C@@H:12]([C:18]2[C:22]([CH:23]([F:25])[F:24])=[C:21]([C:26]3[CH:30]=[C:29]([C:31]([F:37])([F:36])[C:32]([CH3:35])([CH3:34])[CH3:33])[O:28][N:27]=3)[O:20][N:19]=2)[CH2:13][CH2:14][C:15]([OH:17])=[O:16])=[O:10])=[C:4]([F:38])[CH:3]=1.[OH-].[Na+:40]. (5) Given the product [CH:10]([C:12]1[CH:17]=[C:16]([C:2]2[N:9]=[CH:8][CH:7]=[CH:6][C:3]=2[C:4]#[N:5])[CH:15]=[CH:14][CH:13]=1)=[O:11], predict the reactants needed to synthesize it. The reactants are: Cl[C:2]1[N:9]=[CH:8][CH:7]=[CH:6][C:3]=1[C:4]#[N:5].[CH:10]([C:12]1[CH:13]=[C:14](B(O)O)[CH:15]=[CH:16][CH:17]=1)=[O:11]. (6) Given the product [O:21]=[C:4]1[N:23]2[N:22]=[C:30]3[C:25]([CH:26]=[CH:27][CH:28]=[CH:29]3)=[C:24]2[NH:31][C:6]([CH:8]2[CH2:9][CH2:10][N:11]([C:14]([O:16][C:17]([CH3:18])([CH3:19])[CH3:20])=[O:15])[CH2:12][CH2:13]2)=[CH:5]1, predict the reactants needed to synthesize it. The reactants are: C(O[C:4](=[O:21])[CH2:5][C:6]([CH:8]1[CH2:13][CH2:12][N:11]([C:14]([O:16][C:17]([CH3:20])([CH3:19])[CH3:18])=[O:15])[CH2:10][CH2:9]1)=O)C.[NH:22]1[C:30]2[C:25](=[CH:26][CH:27]=[CH:28][CH:29]=2)[C:24]([NH2:31])=[N:23]1.P([O-])([O-])([O-])=O.[K+].[K+].[K+].Cl. (7) The reactants are: [CH:1]1([N:4]2[CH2:10][CH2:9][CH2:8][N:7]([C:11]3[C:16]([C:17]4[CH:18]=[CH:19][C:20]5[C:21]6[N:35](C7CCCCO7)[N:34]=[CH:33][C:22]=6[C:23](=[O:32])[N:24]([CH2:27][C:28]([F:31])([F:30])[F:29])[C:25]=5[CH:26]=4)=[CH:15][CH:14]=[CH:13][N:12]=3)[CH2:6][CH2:5]2)[CH2:3][CH2:2]1.C1(N2CCCN(C3C(C4C=CC5C6NN(C7CCCCO7)CC=6C(=O)N(CC(F)(F)F)C=5C=4)=CC=CN=3)CC2)CC1.[ClH:83]. Given the product [ClH:83].[CH:1]1([N:4]2[CH2:10][CH2:9][CH2:8][N:7]([C:11]3[C:16]([C:17]4[CH:18]=[CH:19][C:20]5[C:21]6[NH:35][N:34]=[CH:33][C:22]=6[C:23](=[O:32])[N:24]([CH2:27][C:28]([F:29])([F:30])[F:31])[C:25]=5[CH:26]=4)=[CH:15][CH:14]=[CH:13][N:12]=3)[CH2:6][CH2:5]2)[CH2:2][CH2:3]1, predict the reactants needed to synthesize it.